From a dataset of Full USPTO retrosynthesis dataset with 1.9M reactions from patents (1976-2016). Predict the reactants needed to synthesize the given product. (1) Given the product [CH2:19]([C:12]1[CH:11]=[C:10]([CH2:9][OH:8])[S:14][C:13]=1[C:15]1[N:16]=[C:30]([C:29]2[CH:33]=[CH:34][C:26]([O:25][C:24]3[CH:35]=[CH:36][CH:37]=[C:22]([F:21])[CH:23]=3)=[CH:27][CH:28]=2)[O:18][N:17]=1)[CH3:20], predict the reactants needed to synthesize it. The reactants are: [Si]([O:8][CH2:9][C:10]1[S:14][C:13]([C:15](=[N:17][OH:18])[NH2:16])=[C:12]([CH2:19][CH3:20])[CH:11]=1)(C(C)(C)C)(C)C.[F:21][C:22]1[CH:23]=[C:24]([CH:35]=[CH:36][CH:37]=1)[O:25][C:26]1[CH:34]=[CH:33][C:29]([C:30](O)=O)=[CH:28][CH:27]=1.C1(N=C=NC2CCCCC2)CCCCC1.[F-].C([N+](CCCC)(CCCC)CCCC)CCC.O1CCCC1. (2) Given the product [Cl:22][C:7]1[C:8]([NH:12][C:13](=[O:21])[CH2:14][CH:15]2[CH2:20][CH2:19][CH2:18][CH2:17][CH2:16]2)=[C:9]2[C:4](=[CH:5][CH:6]=1)[N:3]=[C:2]([NH:23][CH2:24][C@@H:25]([OH:28])[CH2:26][OH:27])[CH:11]=[CH:10]2, predict the reactants needed to synthesize it. The reactants are: Cl[C:2]1[CH:11]=[CH:10][C:9]2[C:4](=[CH:5][CH:6]=[C:7]([Cl:22])[C:8]=2[NH:12][C:13](=[O:21])[CH2:14][CH:15]2[CH2:20][CH2:19][CH2:18][CH2:17][CH2:16]2)[N:3]=1.[NH2:23][CH2:24][C@@H:25]([OH:28])[CH2:26][OH:27].